From a dataset of Peptide-MHC class II binding affinity with 134,281 pairs from IEDB. Regression. Given a peptide amino acid sequence and an MHC pseudo amino acid sequence, predict their binding affinity value. This is MHC class II binding data. The peptide sequence is ATERFRWLLIDLLRE. The MHC is DRB1_0405 with pseudo-sequence DRB1_0405. The binding affinity (normalized) is 0.805.